From a dataset of Reaction yield outcomes from USPTO patents with 853,638 reactions. Predict the reaction yield, written as a fraction of the theoretical maximum amount of product (1.0 means a 100% yield; for example, 0.34 means a 34% yield). (1) The reactants are [Cl:1][C:2]1[CH:7]=[CH:6][C:5]([NH2:8])=[C:4]([I:9])[CH:3]=1.[CH:10](O)([C:17]1[CH:22]=[CH:21][CH:20]=[CH:19][CH:18]=1)[C:11]1[CH:16]=[CH:15][CH:14]=[CH:13][CH:12]=1.O. The catalyst is C(#N)C.C1(S(O)(=O)=O)C=CC=CC=1. The product is [CH:10]([NH:8][C:5]1[CH:6]=[CH:7][C:2]([Cl:1])=[CH:3][C:4]=1[I:9])([C:11]1[CH:16]=[CH:15][CH:14]=[CH:13][CH:12]=1)[C:17]1[CH:22]=[CH:21][CH:20]=[CH:19][CH:18]=1. The yield is 0.880. (2) The reactants are [F:1][C:2]1([F:14])[CH2:6][NH:5][C@H:4]([CH2:7][C:8](=[O:13])[CH:9]=[C:10]([CH3:12])[CH3:11])[CH2:3]1.C([O-])([O-])=O.[K+].[K+]. The catalyst is CO. The product is [F:14][C:2]1([F:1])[CH2:6][N:5]2[C@H:4]([CH2:7][C:8](=[O:13])[CH2:9][C:10]2([CH3:11])[CH3:12])[CH2:3]1. The yield is 0.690. (3) The reactants are [Br:1][C:2]1[CH:3]=[C:4]2[C:9](=[CH:10][CH:11]=1)[C:8](=[CH2:12])[CH2:7][CH2:6][CH2:5]2.II.C(OCC)(=[O:17])C. The catalyst is CO.[N+]([O-])([O-])=O.[Ag+]. The product is [Br:1][C:2]1[CH:11]=[CH:10][C:9]2[CH2:8][C:12](=[O:17])[CH2:7][CH2:6][CH2:5][C:4]=2[CH:3]=1. The yield is 0.770.